From a dataset of Catalyst prediction with 721,799 reactions and 888 catalyst types from USPTO. Predict which catalyst facilitates the given reaction. Reactant: CS(C)=O.[Br:5][C:6]1[CH:13]=[CH:12][C:9]([CH:10]=O)=[C:8](F)[CH:7]=1.CCN(CC)CC.[C:22]([O:26][CH3:27])(=[O:25])[CH2:23][SH:24]. Product: [Br:5][C:6]1[CH:13]=[CH:12][C:9]2[CH:10]=[C:23]([C:22]([O:26][CH3:27])=[O:25])[S:24][C:8]=2[CH:7]=1. The catalyst class is: 6.